Dataset: Forward reaction prediction with 1.9M reactions from USPTO patents (1976-2016). Task: Predict the product of the given reaction. (1) Given the reactants CO[Si:3]([CH2:12][CH2:13][CH2:14][CH3:15])([CH2:8][CH2:9][CH2:10][CH3:11])[CH2:4][CH2:5][CH2:6][CH3:7].[C:16]([OH:21])(=[O:20])[C:17]([CH3:19])=[CH2:18].COC1C=CC(O)=CC=1.CCCCCCC, predict the reaction product. The product is: [C:16]([O:21][Si:3]([CH2:8][CH2:9][CH2:10][CH3:11])([CH2:12][CH2:13][CH2:14][CH3:15])[CH2:4][CH2:5][CH2:6][CH3:7])(=[O:20])[C:17]([CH3:19])=[CH2:18]. (2) Given the reactants [OH:1][CH2:2][CH2:3][CH2:4][CH2:5][CH2:6][CH2:7][CH2:8][CH2:9][CH2:10][CH2:11][CH2:12][CH2:13][CH2:14][CH2:15][CH2:16][CH2:17][C:18]1[C:26]2[C:21](=[CH:22][CH:23]=[CH:24][CH:25]=2)[N:20](S(C2C=CC(OC)=CC=2)(=O)=O)[CH:19]=1.P([O-])([O-])(O)=O.[Na+].[Na+].[Cl-].[NH4+], predict the reaction product. The product is: [OH:1][CH2:2][CH2:3][CH2:4][CH2:5][CH2:6][CH2:7][CH2:8][CH2:9][CH2:10][CH2:11][CH2:12][CH2:13][CH2:14][CH2:15][CH2:16][CH2:17][C:18]1[C:26]2[C:21](=[CH:22][CH:23]=[CH:24][CH:25]=2)[NH:20][CH:19]=1. (3) The product is: [CH3:1][O:2][C:3]1[C:23]([O:24][CH3:25])=[CH:22][CH:21]=[CH:20][C:4]=1[CH:5]([CH:7]1[CH2:8][CH2:9][N:10]([C:13]([O:15][C:16]([CH3:19])([CH3:18])[CH3:17])=[O:14])[CH2:11][CH2:12]1)[OH:6]. Given the reactants [CH3:1][O:2][C:3]1[C:23]([O:24][CH3:25])=[CH:22][CH:21]=[CH:20][C:4]=1[C:5]([CH:7]1[CH2:12][CH2:11][N:10]([C:13]([O:15][C:16]([CH3:19])([CH3:18])[CH3:17])=[O:14])[CH2:9][CH2:8]1)=[O:6].[BH4-].[Na+].Cl, predict the reaction product. (4) Given the reactants [Cl:1][C:2]1[CH:7]=[CH:6][C:5]([C@H:8]([NH2:16])[CH2:9][CH:10]2[CH2:15][CH2:14][O:13][CH2:12][CH2:11]2)=[C:4]([F:17])[C:3]=1[O:18][C:19]1[CH:24]=[CH:23][CH:22]=[CH:21][CH:20]=1.Cl([O-])(=O)(=O)=O.[Li+].[CH3:31][C:32]1([CH3:49])[C@@H:39]2[CH2:40][CH2:41][C@:33]31[C@@H:37]([CH2:38]2)[N:36]([C:42](=[O:46])/[CH:43]=[CH:44]/[CH3:45])[S:35](=[O:48])(=[O:47])[CH2:34]3, predict the reaction product. The product is: [Cl:1][C:2]1[CH:7]=[CH:6][C:5]([C@H:8]([NH:16][CH:44]([CH3:45])[CH2:43][C:42]([N:36]2[C@@H:37]3[CH2:38][C@@H:39]4[C:32]([CH3:31])([CH3:49])[C@:33]3([CH2:41][CH2:40]4)[CH2:34][S:35]2(=[O:48])=[O:47])=[O:46])[CH2:9][CH:10]2[CH2:15][CH2:14][O:13][CH2:12][CH2:11]2)=[C:4]([F:17])[C:3]=1[O:18][C:19]1[CH:24]=[CH:23][CH:22]=[CH:21][CH:20]=1. (5) Given the reactants Br[C:2]1[CH:24]=[CH:23][C:5]2[C:6]3[N:7]([CH:11]=[C:12]([C:14]4[N:18]([CH:19]([CH3:21])[CH3:20])[N:17]=[C:16]([NH2:22])[N:15]=4)[N:13]=3)[CH2:8][CH2:9][O:10][C:4]=2[CH:3]=1.P([O-])([O-])([O-])=O.[K+].[K+].[K+].[CH:33]1(B2OC(C)(C)C(C)(C)O2)[CH2:35][CH2:34]1, predict the reaction product. The product is: [CH:33]1([C:2]2[CH:24]=[CH:23][C:5]3[C:6]4[N:7]([CH:11]=[C:12]([C:14]5[N:18]([CH:19]([CH3:21])[CH3:20])[N:17]=[C:16]([NH2:22])[N:15]=5)[N:13]=4)[CH2:8][CH2:9][O:10][C:4]=3[CH:3]=2)[CH2:35][CH2:34]1. (6) The product is: [CH2:1]([O:3][C:4](=[O:12])[C:5]1[CH:10]=[CH:9][CH:8]=[CH:7][C:6]=1[N:11]1[CH:15]=[CH:19][CH:18]=[CH:17]1)[CH3:2]. Given the reactants [CH2:1]([O:3][C:4](=[O:12])[C:5]1[CH:10]=[CH:9][CH:8]=[CH:7][C:6]=1[NH2:11])[CH3:2].CO[CH:15]1[CH2:19][CH2:18][CH:17](OC)O1, predict the reaction product.